This data is from Reaction yield outcomes from USPTO patents with 853,638 reactions. The task is: Predict the reaction yield, written as a fraction of the theoretical maximum amount of product (1.0 means a 100% yield; for example, 0.34 means a 34% yield). The reactants are [SH:1][CH2:2][CH2:3][CH2:4][CH2:5][CH2:6][C:7]([OH:9])=[O:8].O.[CH3:11][S:12]S(C)(=O)=O.C(OCC)(=O)C. The catalyst is C(O)C.[Cl-].[Na+].C(O)(=O)C. The product is [CH3:11][S:12][S:1][CH2:2][CH2:3][CH2:4][CH2:5][CH2:6][C:7]([OH:9])=[O:8]. The yield is 0.735.